From a dataset of Full USPTO retrosynthesis dataset with 1.9M reactions from patents (1976-2016). Predict the reactants needed to synthesize the given product. Given the product [F:27][C:28]([F:34])([F:33])[CH2:29][C:30]([NH:15][CH:11]1[C:12]2[C:8](=[CH:7][C:6](/[CH:5]=[CH:4]/[CH:3]([C:16]3[CH:17]=[C:18]([Cl:24])[C:19]([Cl:23])=[C:20]([Cl:22])[CH:21]=3)[C:2]([F:1])([F:25])[F:26])=[CH:14][CH:13]=2)[CH2:9][CH2:10]1)=[O:31], predict the reactants needed to synthesize it. The reactants are: [F:1][C:2]([F:26])([F:25])[CH:3]([C:16]1[CH:21]=[C:20]([Cl:22])[C:19]([Cl:23])=[C:18]([Cl:24])[CH:17]=1)/[CH:4]=[CH:5]/[C:6]1[CH:7]=[C:8]2[C:12](=[CH:13][CH:14]=1)[CH:11]([NH2:15])[CH2:10][CH2:9]2.[F:27][C:28]([F:34])([F:33])[CH2:29][C:30](O)=[O:31].CCN=C=NCCCN(C)C.Cl.C1C=CC2N(O)N=NC=2C=1.O.CCN(C(C)C)C(C)C.